The task is: Predict the reaction yield, written as a fraction of the theoretical maximum amount of product (1.0 means a 100% yield; for example, 0.34 means a 34% yield).. This data is from Reaction yield outcomes from USPTO patents with 853,638 reactions. (1) The reactants are [CH3:1][S:2]([C:5]1[CH:6]=[C:7]([CH:12]=[CH:13][CH:14]=1)[C:8](OC)=[O:9])(=[O:4])=[O:3].[NH2:15][NH2:16]. The catalyst is CO. The product is [CH3:1][S:2]([C:5]1[CH:6]=[C:7]([CH:12]=[CH:13][CH:14]=1)[C:8]([NH:15][NH2:16])=[O:9])(=[O:4])=[O:3]. The yield is 0.800. (2) The reactants are C([O:8][C:9]1[C:14]([Br:15])=[CH:13][C:12]([C:16]2[C:24]3[C:23]([OH:25])=[C:22]([C:26]#[N:27])[C:21](=[O:28])[NH:20][C:19]=3[S:18][CH:17]=2)=[CH:11][C:10]=1[Br:29])C1C=CC=CC=1. The catalyst is Br.CC(O)=O. The product is [Br:29][C:10]1[CH:11]=[C:12]([C:16]2[C:24]3[C:23]([OH:25])=[C:22]([C:26]#[N:27])[C:21](=[O:28])[NH:20][C:19]=3[S:18][CH:17]=2)[CH:13]=[C:14]([Br:15])[C:9]=1[OH:8]. The yield is 0.600. (3) The reactants are O[CH2:2][C@H:3]1[O:7][C:6](=[O:8])[N:5]([NH:9][C:10](=[O:16])[O:11][C:12]([CH3:15])([CH3:14])[CH3:13])[CH2:4]1.C(N(CC)CC)C.[CH3:24][S:25](Cl)(=O)=O.C[S-].[Na+]. The catalyst is C(Cl)Cl.CN(C=O)C. The product is [CH3:24][S:25][CH2:2][C@H:3]1[O:7][C:6](=[O:8])[N:5]([NH:9][C:10](=[O:16])[O:11][C:12]([CH3:15])([CH3:14])[CH3:13])[CH2:4]1. The yield is 0.920.